From a dataset of Reaction yield outcomes from USPTO patents with 853,638 reactions. Predict the reaction yield, written as a fraction of the theoretical maximum amount of product (1.0 means a 100% yield; for example, 0.34 means a 34% yield). (1) The reactants are Br[CH2:2][C:3]([C:5]1[CH:10]=[CH:9][CH:8]=[CH:7][CH:6]=1)=[O:4].[Cl:11][C:12]1[CH:17]=[C:16]([Cl:18])[CH:15]=[CH:14][C:13]=1[CH2:19][NH:20][CH3:21].C(N(CC)CC)C. The catalyst is O1CCOCC1. The product is [Cl:11][C:12]1[CH:17]=[C:16]([Cl:18])[CH:15]=[CH:14][C:13]=1[CH2:19][N:20]([CH3:21])[CH2:2][C:3]([C:5]1[CH:10]=[CH:9][CH:8]=[CH:7][CH:6]=1)=[O:4]. The yield is 0.900. (2) The reactants are C([NH:5][S:6]([C:9]1[S:10][C:11]([C:14]2[CH:19]=[CH:18][CH:17]=[C:16]([C:20]3[N:25]=[C:24]([C:26]([F:29])([F:28])[F:27])[CH:23]=[C:22]([C:30]4[CH:35]=[CH:34][C:33]([F:36])=[CH:32][CH:31]=4)[N:21]=3)[CH:15]=2)=[CH:12][CH:13]=1)(=[O:8])=[O:7])(C)(C)C.C(O)(C(F)(F)F)=O. The catalyst is ClCCl. The product is [F:36][C:33]1[CH:32]=[CH:31][C:30]([C:22]2[CH:23]=[C:24]([C:26]([F:28])([F:29])[F:27])[N:25]=[C:20]([C:16]3[CH:15]=[C:14]([C:11]4[S:10][C:9]([S:6]([NH2:5])(=[O:8])=[O:7])=[CH:13][CH:12]=4)[CH:19]=[CH:18][CH:17]=3)[N:21]=2)=[CH:35][CH:34]=1. The yield is 0.350. (3) The reactants are C(OC(=O)[N:7]([C:27]1[CH:32]=[CH:31][C:30]([C:33]([CH3:36])([CH3:35])[CH3:34])=[CH:29][CH:28]=1)[C:8]1[N:12]([CH3:13])[C:11]2[CH:14]=[CH:15][C:16]([N:18]([C:20]3[CH:25]=[CH:24][N:23]=[C:22]([Cl:26])[N:21]=3)[CH3:19])=[CH:17][C:10]=2[N:9]=1)(C)(C)C.[NH2:38][C:39]1[CH:40]=[CH:41][C:42]([CH3:49])=[C:43]([S:45]([NH2:48])(=[O:47])=[O:46])[CH:44]=1. No catalyst specified. The product is [ClH:26].[C:33]([C:30]1[CH:31]=[CH:32][C:27]([NH:7][C:8]2[N:12]([CH3:13])[C:11]3[CH:14]=[CH:15][C:16]([N:18]([CH3:19])[C:20]4[CH:25]=[CH:24][N:23]=[C:22]([NH:38][C:39]5[CH:40]=[CH:41][C:42]([CH3:49])=[C:43]([S:45]([NH2:48])(=[O:46])=[O:47])[CH:44]=5)[N:21]=4)=[CH:17][C:10]=3[N:9]=2)=[CH:28][CH:29]=1)([CH3:36])([CH3:34])[CH3:35]. The yield is 0.480.